From a dataset of Reaction yield outcomes from USPTO patents with 853,638 reactions. Predict the reaction yield, written as a fraction of the theoretical maximum amount of product (1.0 means a 100% yield; for example, 0.34 means a 34% yield). (1) The reactants are [C:1]([O:5][C:6]([NH:8][C@@H:9]([CH2:14][C:15]1[CH2:19][CH2:18][CH2:17][CH:16]=1)[C:10]([O:12]C)=[O:11])=[O:7])([CH3:4])([CH3:3])[CH3:2].O.[OH-].[Li+]. The catalyst is O.CO. The product is [C:1]([O:5][C:6]([NH:8][C@@H:9]([CH2:14][C:15]1[CH2:19][CH2:18][CH2:17][CH:16]=1)[C:10]([OH:12])=[O:11])=[O:7])([CH3:4])([CH3:2])[CH3:3]. The yield is 0.950. (2) The catalyst is CC(O)(C)C.O. The product is [CH3:25][C@@H:3]1[C@H:2]([O:1][CH2:31][CH2:30][S:27]([CH3:26])(=[O:29])=[O:28])[C@H:7]([NH:8][C:9](=[O:15])[O:10][C:11]([CH3:12])([CH3:13])[CH3:14])[CH:6]=[C:5]([C:16]2[CH:21]=[CH:20][N:19]=[CH:18][C:17]=2[N+:22]([O-:24])=[O:23])[CH2:4]1. The reactants are [OH:1][C@@H:2]1[C@H:7]([NH:8][C:9](=[O:15])[O:10][C:11]([CH3:14])([CH3:13])[CH3:12])[CH:6]=[C:5]([C:16]2[CH:21]=[CH:20][N:19]=[CH:18][C:17]=2[N+:22]([O-:24])=[O:23])[CH2:4][C@@H:3]1[CH3:25].[CH3:26][S:27]([CH:30]=[CH2:31])(=[O:29])=[O:28].C(=O)([O-])[O-].[Cs+].[Cs+].C([O-])(O)=O.[Na+]. The yield is 0.840. (3) The reactants are [NH2:1][C:2]1[N:7]=[C:6]([Cl:8])[C:5]([CH:9]=[O:10])=[C:4](Cl)[N:3]=1.CCN(C(C)C)C(C)C.[NH2:21][CH2:22][C:23]([NH:25][C:26]1[CH:31]=[CH:30][CH:29]=[C:28]([C:32]([F:35])([F:34])[F:33])[CH:27]=1)=[O:24]. The catalyst is C1COCC1. The product is [NH2:1][C:2]1[N:3]=[C:4]([NH:21][CH2:22][C:23]([NH:25][C:26]2[CH:31]=[CH:30][CH:29]=[C:28]([C:32]([F:33])([F:34])[F:35])[CH:27]=2)=[O:24])[C:5]([CH:9]=[O:10])=[C:6]([Cl:8])[N:7]=1. The yield is 0.430. (4) The reactants are [Cl:1][C:2]1[CH:3]=[C:4]([CH2:10][CH2:11][OH:12])[CH:5]=[C:6]([Cl:9])[C:7]=1[SH:8].[Cl:13][C:14]1[N:15]=[N:16][C:17](Cl)=[CH:18][C:19]=1[CH:20]([CH3:22])[CH3:21].C(=O)([O-])[O-].[K+].[K+].Cl. The catalyst is CS(C)=O.O. The product is [Cl:1][C:2]1[CH:3]=[C:4]([CH2:10][CH2:11][OH:12])[CH:5]=[C:6]([Cl:9])[C:7]=1[S:8][C:17]1[N:16]=[N:15][C:14]([Cl:13])=[C:19]([CH:20]([CH3:22])[CH3:21])[CH:18]=1. The yield is 0.520. (5) The reactants are [H-].[Na+].[CH3:3]N(C)C=O.[Br:8][C:9]1[CH:10]=[CH:11][C:12]2[C:17](=[O:18])[O:16][C:15](=[O:19])[NH:14][C:13]=2[CH:20]=1.IC. The catalyst is O. The product is [Br:8][C:9]1[CH:10]=[CH:11][C:12]2[C:17](=[O:18])[O:16][C:15](=[O:19])[N:14]([CH3:3])[C:13]=2[CH:20]=1. The yield is 0.740. (6) The reactants are [S:1]1[CH:5]=[CH:4][N:3]=[C:2]1[CH2:6][NH:7][C:8](=[O:14])[O:9][C:10]([CH3:13])([CH3:12])[CH3:11].C1C(=O)N([Br:22])C(=O)C1. The catalyst is CN(C=O)C.C(OCC)(=O)C. The product is [Br:22][C:5]1[S:1][C:2]([CH2:6][NH:7][C:8](=[O:14])[O:9][C:10]([CH3:11])([CH3:13])[CH3:12])=[N:3][CH:4]=1. The yield is 0.800. (7) The reactants are Br[C:2]1[CH:3]=[CH:4][C:5]2[O:30][CH2:29][C:8]3([C:16]4[C:11](=[CH:12][CH:13]=[CH:14][CH:15]=4)[N:10]([CH2:17][C:18]([NH:20][C:21]4[CH:26]=[CH:25][CH:24]=[CH:23][C:22]=4[F:27])=[O:19])[C:9]3=[O:28])[C:6]=2[CH:7]=1.BrC1C=CC2C3(COC=2C=1)C1C(=CC=CC=1)[N:40]([CH2:47][CH2:48][CH2:49][CH2:50][CH3:51])C3=O. No catalyst specified. The product is [F:27][C:22]1[CH:23]=[CH:24][CH:25]=[CH:26][C:21]=1[NH:20][C:18](=[O:19])[CH2:17][N:10]1[C:11]2[C:16](=[CH:15][CH:14]=[CH:13][CH:12]=2)[C:8]2([C:6]3[CH:7]=[C:2]([C:50]4[CH:51]=[N:40][CH:47]=[CH:48][CH:49]=4)[CH:3]=[CH:4][C:5]=3[O:30][CH2:29]2)[C:9]1=[O:28]. The yield is 0.550.